Dataset: Full USPTO retrosynthesis dataset with 1.9M reactions from patents (1976-2016). Task: Predict the reactants needed to synthesize the given product. Given the product [Cl:29][C:30]1[CH:35]=[CH:34][CH:33]=[CH:32][C:31]=1[C:2]1[CH:28]=[CH:27][CH:26]=[C:4]([CH2:5][N:6]2[C:10](=[O:11])[N:9]([CH2:12][CH:13]([OH:18])[C:14]([F:15])([F:17])[F:16])[C:8]([C:19]3[CH:24]=[CH:23][C:22]([Cl:25])=[CH:21][CH:20]=3)=[N:7]2)[CH:3]=1, predict the reactants needed to synthesize it. The reactants are: Br[C:2]1[CH:3]=[C:4]([CH:26]=[CH:27][CH:28]=1)[CH2:5][N:6]1[C:10](=[O:11])[N:9]([CH2:12][CH:13]([OH:18])[C:14]([F:17])([F:16])[F:15])[C:8]([C:19]2[CH:24]=[CH:23][C:22]([Cl:25])=[CH:21][CH:20]=2)=[N:7]1.[Cl:29][C:30]1[CH:35]=[CH:34][CH:33]=[CH:32][C:31]=1B(O)O.C(=O)([O-])[O-].[Na+].[Na+].